This data is from Full USPTO retrosynthesis dataset with 1.9M reactions from patents (1976-2016). The task is: Predict the reactants needed to synthesize the given product. Given the product [Br:1][C:2]1[CH:7]=[CH:6][C:5]([C:8]2[C:17]([C:16]3[CH:15]=[C:14]([CH2:19][CH3:20])[C:13]([OH:21])=[CH:12][C:11]=3[OH:10])=[N:23][NH:24][CH:9]=2)=[CH:4][CH:3]=1, predict the reactants needed to synthesize it. The reactants are: [Br:1][C:2]1[CH:7]=[CH:6][C:5]([C:8]2[C:17](=O)[C:16]3[C:11](=[CH:12][C:13]([OH:21])=[C:14]([CH2:19][CH3:20])[CH:15]=3)[O:10][CH:9]=2)=[CH:4][CH:3]=1.O.[NH2:23][NH2:24].